From a dataset of Peptide-MHC class II binding affinity with 134,281 pairs from IEDB. Regression. Given a peptide amino acid sequence and an MHC pseudo amino acid sequence, predict their binding affinity value. This is MHC class II binding data. (1) The peptide sequence is GNGCFKIYHKCDNAC. The MHC is DRB5_0101 with pseudo-sequence DRB5_0101. The binding affinity (normalized) is 0.311. (2) The peptide sequence is AQKLLSEAINKSAFQ. The MHC is DRB1_0101 with pseudo-sequence DRB1_0101. The binding affinity (normalized) is 0.494.